This data is from Catalyst prediction with 721,799 reactions and 888 catalyst types from USPTO. The task is: Predict which catalyst facilitates the given reaction. (1) Reactant: [F:1][C:2]1[N:7]=[CH:6][C:5]([NH:8]C(=O)OC(C)(C)C)=[C:4]([I:16])[CH:3]=1.FC(F)(F)C(O)=O. Product: [F:1][C:2]1[N:7]=[CH:6][C:5]([NH2:8])=[C:4]([I:16])[CH:3]=1. The catalyst class is: 2. (2) Reactant: [F:1][C:2]1[CH:10]=[C:9]2[C:5]([C:6]([C:18]3[CH:19]=[CH:20][C:21]4[S:25](=[O:27])(=[O:26])[N:24]([CH2:28][CH:29]([O:34][CH3:35])[C:30]([NH:32][CH3:33])=[O:31])[CH:23]([CH3:36])[C:22]=4[CH:37]=3)=[CH:7][N:8]2C(OC(C)(C)C)=O)=[CH:4][CH:3]=1.FC(F)(F)C(O)=O. Product: [F:1][C:2]1[CH:10]=[C:9]2[C:5]([C:6]([C:18]3[CH:19]=[CH:20][C:21]4[S:25](=[O:27])(=[O:26])[N:24]([CH2:28][CH:29]([O:34][CH3:35])[C:30]([NH:32][CH3:33])=[O:31])[CH:23]([CH3:36])[C:22]=4[CH:37]=3)=[CH:7][NH:8]2)=[CH:4][CH:3]=1. The catalyst class is: 4. (3) Reactant: [CH3:1][C:2]1[O:3][CH:4]=[C:5]([C:7]([OH:9])=O)[N:6]=1.O1CCCC1.C(Cl)(=O)C(Cl)=O.[NH2:21][C:22]1[CH:23]=[C:24]([CH:41]=[CH:42][C:43]=1[CH3:44])[O:25][C:26]1[CH:27]=[CH:28][C:29]2[N:30]([CH:32]=[C:33]([NH:35][C:36]([CH:38]3[CH2:40][CH2:39]3)=[O:37])[N:34]=2)[N:31]=1. Product: [CH:38]1([C:36]([NH:35][C:33]2[N:34]=[C:29]3[CH:28]=[CH:27][C:26]([O:25][C:24]4[CH:41]=[CH:42][C:43]([CH3:44])=[C:22]([NH:21][C:7]([C:5]5[N:6]=[C:2]([CH3:1])[O:3][CH:4]=5)=[O:9])[CH:23]=4)=[N:31][N:30]3[CH:32]=2)=[O:37])[CH2:39][CH2:40]1. The catalyst class is: 402. (4) Reactant: [CH3:1][S:2]([C:5]1[CH:6]=[C:7](/[CH:11]=[CH:12]/[C:13]([O:15][CH3:16])=[O:14])[CH:8]=[CH:9][CH:10]=1)(=[O:4])=[O:3]. Product: [CH3:1][S:2]([C:5]1[CH:6]=[C:7]([CH2:11][CH2:12][C:13]([O:15][CH3:16])=[O:14])[CH:8]=[CH:9][CH:10]=1)(=[O:3])=[O:4]. The catalyst class is: 352. (5) Reactant: [CH:1]([N:14]1[CH2:17][C:16]([CH2:19]N)([F:18])[CH2:15]1)([C:8]1[CH:13]=[CH:12][CH:11]=[CH:10][CH:9]=1)[C:2]1[CH:7]=[CH:6][CH:5]=[CH:4][CH:3]=1.[CH2:21]=O.[BH3-][C:24]#[N:25].[Na+]. Product: [CH:1]([N:14]1[CH2:17][C:16]([CH2:19][N:25]([CH3:24])[CH3:21])([F:18])[CH2:15]1)([C:8]1[CH:13]=[CH:12][CH:11]=[CH:10][CH:9]=1)[C:2]1[CH:7]=[CH:6][CH:5]=[CH:4][CH:3]=1. The catalyst class is: 5.